Dataset: Peptide-MHC class II binding affinity with 134,281 pairs from IEDB. Task: Regression. Given a peptide amino acid sequence and an MHC pseudo amino acid sequence, predict their binding affinity value. This is MHC class II binding data. (1) The peptide sequence is MAAHKFMVAMFLAVA. The MHC is DRB1_1001 with pseudo-sequence DRB1_1001. The binding affinity (normalized) is 0.729. (2) The peptide sequence is GQKYFKGNFQRLAIT. The MHC is HLA-DPA10201-DPB11401 with pseudo-sequence HLA-DPA10201-DPB11401. The binding affinity (normalized) is 0.587.